Dataset: Full USPTO retrosynthesis dataset with 1.9M reactions from patents (1976-2016). Task: Predict the reactants needed to synthesize the given product. (1) Given the product [CH:17]([C:7]1[C:6]([C:5]2[NH:4][C:24]([CH2:23][CH2:22][O:21][CH3:20])=[N:26][N:27]=2)=[CH:15][C:10]([C:11]([O:13][CH3:14])=[O:12])=[C:9]([CH3:16])[CH:8]=1)([CH3:18])[CH3:19], predict the reactants needed to synthesize it. The reactants are: C(S[N:4]=[CH:5][C:6]1[C:7]([CH:17]([CH3:19])[CH3:18])=[CH:8][C:9]([CH3:16])=[C:10]([CH:15]=1)[C:11]([O:13][CH3:14])=[O:12])C.[CH3:20][O:21][CH2:22][CH2:23][C:24]([NH:26][NH2:27])=O. (2) Given the product [F:15][C:8]1[CH:9]=[C:10]([N+:12]([O-:14])=[O:13])[CH:11]=[C:6]([CH2:5][S:2][CH3:1])[CH:7]=1, predict the reactants needed to synthesize it. The reactants are: [CH3:1][S-:2].[Na+].Cl[CH2:5][C:6]1[CH:11]=[C:10]([N+:12]([O-:14])=[O:13])[CH:9]=[C:8]([F:15])[CH:7]=1.